From a dataset of Forward reaction prediction with 1.9M reactions from USPTO patents (1976-2016). Predict the product of the given reaction. Given the reactants C(C1N=C(NC(C2C=CN3C(=O)C(/C=C/C4N(CC5C=CC(OC)=CC=5)N=NN=4)=C(O)N=C3C=2)=O)SC=1)(C)(C)C.[C:41]([C:45]1[N:46]=[C:47]([NH:50][C:51]([CH2:53][C:54]2[CH:93]=[CH:92][N:57]3[C:58](=[O:91])[C:59](/[CH:75]=[CH:76]/[C:77]4[N:81](CC5C=CC(OC)=CC=5)[N:80]=[N:79][N:78]=4)=[C:60]([N:62]4[CH2:67][CH2:66][CH2:65][C@H:64]([NH:68][C:69](=[O:74])[CH2:70][N:71]([CH3:73])[CH3:72])[CH2:63]4)[N:61]=[C:56]3[CH:55]=2)=[O:52])[S:48][CH:49]=1)([CH3:44])([CH3:43])[CH3:42].P(Cl)(OC1C=CC=CC=1)(OC1C=CC=CC=1)=O.C(N(C(C)C)CC)(C)C.N1CCC[C@H](NC(=O)CN(C)C)C1.C(=O)([O-])O.[Na+], predict the reaction product. The product is: [C:41]([C:45]1[N:46]=[C:47]([NH:50][C:51]([CH2:53][C:54]2[CH:93]=[CH:92][N:57]3[C:58](=[O:91])[C:59](/[CH:75]=[CH:76]/[C:77]4[NH:81][N:80]=[N:79][N:78]=4)=[C:60]([N:62]4[CH2:67][CH2:66][CH2:65][C@H:64]([NH:68][C:69](=[O:74])[CH2:70][N:71]([CH3:73])[CH3:72])[CH2:63]4)[N:61]=[C:56]3[CH:55]=2)=[O:52])[S:48][CH:49]=1)([CH3:44])([CH3:42])[CH3:43].